From a dataset of Peptide-MHC class I binding affinity with 185,985 pairs from IEDB/IMGT. Regression. Given a peptide amino acid sequence and an MHC pseudo amino acid sequence, predict their binding affinity value. This is MHC class I binding data. The peptide sequence is NPAACSYMV. The MHC is HLA-A66:01 with pseudo-sequence HLA-A66:01. The binding affinity (normalized) is 0.213.